Predict the product of the given reaction. From a dataset of Forward reaction prediction with 1.9M reactions from USPTO patents (1976-2016). (1) Given the reactants [C:1]([O:5][C:6]([C:8]1[S:9][C:10]([C:13]#[C:14][CH2:15][NH:16]C(OCC2C=CC=CC=2)=O)=[CH:11][CH:12]=1)=[O:7])([CH3:4])([CH3:3])[CH3:2], predict the reaction product. The product is: [C:1]([O:5][C:6]([C:8]1[S:9][C:10]([CH2:13][CH2:14][CH2:15][NH2:16])=[CH:11][CH:12]=1)=[O:7])([CH3:4])([CH3:3])[CH3:2]. (2) Given the reactants I[C:2]1[CH:10]=[CH:9][CH:8]=[C:7]2[C:3]=1[CH:4]=[N:5][NH:6]2.[CH3:11][Si:12]([C:15]#[CH:16])([CH3:14])[CH3:13], predict the reaction product. The product is: [CH3:11][Si:12]([C:15]#[C:16][C:2]1[CH:10]=[CH:9][CH:8]=[C:7]2[C:3]=1[CH:4]=[N:5][NH:6]2)([CH3:14])[CH3:13].